Dataset: Reaction yield outcomes from USPTO patents with 853,638 reactions. Task: Predict the reaction yield, written as a fraction of the theoretical maximum amount of product (1.0 means a 100% yield; for example, 0.34 means a 34% yield). The reactants are [H-].[Na+].C([CH:7]([OH:11])[C:8]([O-:10])=[O:9])(C)(C)C.[CH2:12](Br)[C:13]#[CH:14].[C:16](OCC)(=O)C.[CH2:22]1[CH2:26]OC[CH2:23]1. The product is [CH2:12]([O:11][CH2:7][C:8]([O:10][C:22]([CH3:23])([CH3:26])[CH3:16])=[O:9])[C:13]#[CH:14]. The yield is 0.700. No catalyst specified.